From a dataset of Forward reaction prediction with 1.9M reactions from USPTO patents (1976-2016). Predict the product of the given reaction. (1) Given the reactants [Cl:1][C:2]1[CH:21]=[CH:20][C:5]([O:6][C:7]2[CH:19]=[CH:18][C:10]([O:11][CH2:12][C@H:13]3[CH2:17][CH2:16][CH2:15][NH:14]3)=[CH:9][CH:8]=2)=[CH:4][CH:3]=1.C(N(CC)CC)C.Br[CH2:30][CH2:31][CH2:32][C:33]([O:35][CH3:36])=[O:34].O.ClCCl, predict the reaction product. The product is: [CH3:36][O:35][C:33](=[O:34])[CH2:32][CH2:31][CH2:30][N:14]1[CH2:15][CH2:16][CH2:17][C@@H:13]1[CH2:12][O:11][C:10]1[CH:18]=[CH:19][C:7]([O:6][C:5]2[CH:20]=[CH:21][C:2]([Cl:1])=[CH:3][CH:4]=2)=[CH:8][CH:9]=1. (2) Given the reactants [OH:1][CH:2]([C:15]1[CH:20]=[CH:19][CH:18]=[CH:17][CH:16]=1)[CH2:3][N:4]1[C:8]2[NH:9][C:10](=[S:14])[NH:11][C:12](=[O:13])[C:7]=2[CH:6]=[N:5]1.[CH3:21]I, predict the reaction product. The product is: [OH:1][CH:2]([C:15]1[CH:20]=[CH:19][CH:18]=[CH:17][CH:16]=1)[CH2:3][N:4]1[C:8]2[N:9]=[C:10]([S:14][CH3:21])[NH:11][C:12](=[O:13])[C:7]=2[CH:6]=[N:5]1. (3) Given the reactants Br[C:2]1[CH:10]=[C:9]2[C:5]([CH:6]=[CH:7][N:8]2[CH2:11][CH2:12][N:13]([CH3:15])[CH3:14])=[CH:4][CH:3]=1.B1([C:22]2[CH:27]=[CH:26][CH:25]=[N:24][CH:23]=2)OCC[CH2:18][O:17]1.C(=O)([O-])[O-].[Na+].[Na+], predict the reaction product. The product is: [NH3:8].[CH3:18][OH:17].[CH3:14][N:13]([CH2:12][CH2:11][N:8]1[C:9]2[C:5](=[CH:4][CH:3]=[C:2]([C:22]3[CH:23]=[N:24][CH:25]=[CH:26][CH:27]=3)[CH:10]=2)[CH:6]=[CH:7]1)[CH3:15]. (4) Given the reactants [ClH:1].[CH:2]1([NH:8][NH2:9])[CH2:7][CH2:6][CH2:5][CH2:4][CH2:3]1.[CH3:10][C:11]([CH3:18])([CH3:17])[C:12](=O)[CH2:13][C:14]#[N:15], predict the reaction product. The product is: [ClH:1].[C:11]([C:12]1[CH:13]=[C:14]([NH2:15])[N:8]([CH:2]2[CH2:7][CH2:6][CH2:5][CH2:4][CH2:3]2)[N:9]=1)([CH3:18])([CH3:17])[CH3:10]. (5) Given the reactants [CH2:1]1[C@@H:6]([C:7]#[N:8])[N:5]([C:9]([C@@H:11]([NH2:23])[C:12]23[CH2:21][C:19]4([OH:22])[CH2:20][CH:14]([CH2:15][CH:16]([CH2:18]4)[CH2:17]2)[CH2:13]3)=[O:10])[C@@H:4]2[C@H:2]1[CH2:3]2.[CH:24]([OH:27])([CH3:26])C, predict the reaction product. The product is: [CH2:1]1[C@@H:6]([C:7]#[N:8])[N:5]([C:9]([C@@H:11]([NH2:23])[C:12]23[CH2:21][C:19]4([OH:22])[CH2:20][CH:14]([CH2:15][CH:16]([CH2:18]4)[CH2:17]2)[CH2:13]3)=[O:10])[C@@H:4]2[C@H:2]1[CH2:3]2.[C:24]([O-:27])(=[O:10])[CH3:26]. (6) Given the reactants [NH2:1][C:2]1[N:7]=[C:6]([C:8]2[O:9][CH:10]=[CH:11][CH:12]=2)[C:5]([C:13]#[N:14])=[C:4](S(C)(=O)=O)[N:3]=1.[C:19]1([CH2:25][CH2:26][CH2:27][CH2:28][OH:29])[CH:24]=[CH:23][CH:22]=[CH:21][CH:20]=1.C1CCN2C(=NCCC2)CC1, predict the reaction product. The product is: [NH2:1][C:2]1[N:7]=[C:6]([C:8]2[O:9][CH:10]=[CH:11][CH:12]=2)[C:5]([C:13]#[N:14])=[C:4]([O:29][CH2:28][CH2:27][CH2:26][CH2:25][C:19]2[CH:24]=[CH:23][CH:22]=[CH:21][CH:20]=2)[N:3]=1. (7) Given the reactants [OH:1][C:2]1[C:7]([C:8](=O)[CH:9]=[CH:10][CH:11]2[CH:16]=[CH:15][C:14]([CH3:17])=[CH:13][CH2:12]2)=[C:6]([O:19][CH2:20]C(OC)=O)[CH:5]=[CH:4][CH:3]=1.C[O-].[Na+].Cl, predict the reaction product. The product is: [OH:1][C:2]1[C:7]2[C:8]([CH2:9][CH2:10][C:11]3[CH:12]=[CH:13][C:14]([CH3:17])=[CH:15][CH:16]=3)=[CH:20][O:19][C:6]=2[CH:5]=[CH:4][CH:3]=1.